Dataset: Full USPTO retrosynthesis dataset with 1.9M reactions from patents (1976-2016). Task: Predict the reactants needed to synthesize the given product. (1) Given the product [F:1][C:2]1[CH:7]=[CH:6][C:5]([C:8]([CH2:9][CH2:10][N:11]2[CH:15]=[CH:14][N:13]=[CH:12]2)=[CH:25][C:24]2[CH:23]=[C:22]([CH:47]=[CH:46][CH:45]=2)[C:20]([O:19][CH3:18])=[O:21])=[CH:4][CH:3]=1, predict the reactants needed to synthesize it. The reactants are: [F:1][C:2]1[CH:7]=[CH:6][C:5]([CH2:8][C:9](=O)[CH2:10][N:11]2[CH:15]=[CH:14][N:13]=[CH:12]2)=[CH:4][CH:3]=1.[Br-].[CH3:18][O:19][C:20]([C:22]1[CH:23]=[C:24]([CH:45]=[CH:46][CH:47]=1)[CH2:25][P+](C1C=CC=CC=1)(C1C=CC=CC=1)C1C=CC=CC=1)=[O:21].CC(C)([O-])C.[K+].[PH4+]. (2) Given the product [CH3:1][C:2]1([CH3:14])[C:6](=[O:7])[C:5]2[CH:8]=[C:9]([N+:15]([O-:17])=[O:16])[C:10]([CH3:13])=[C:11]([CH3:12])[C:4]=2[O:3]1, predict the reactants needed to synthesize it. The reactants are: [CH3:1][C:2]1([CH3:14])[C:6](=[O:7])[C:5]2[CH:8]=[CH:9][C:10]([CH3:13])=[C:11]([CH3:12])[C:4]=2[O:3]1.[N+:15]([O-])([O-:17])=[O:16].[NH4+]. (3) Given the product [CH2:1]([C:8]1[C:20]([C:21]2[CH:26]=[CH:25][CH:24]=[C:23]([O:27][C:33]3[CH:34]=[CH:29][CH:30]=[C:31]([S:35]([CH2:38][CH3:39])(=[O:36])=[O:37])[CH:32]=3)[CH:22]=2)=[C:11]2[N:12]=[CH:13][CH:14]=[C:15]([C:16]([F:19])([F:18])[F:17])[N:10]2[N:9]=1)[C:2]1[CH:7]=[CH:6][CH:5]=[CH:4][CH:3]=1, predict the reactants needed to synthesize it. The reactants are: [CH2:1]([C:8]1[C:20]([C:21]2[CH:22]=[C:23]([OH:27])[CH:24]=[CH:25][CH:26]=2)=[C:11]2[N:12]=[CH:13][CH:14]=[C:15]([C:16]([F:19])([F:18])[F:17])[N:10]2[N:9]=1)[C:2]1[CH:7]=[CH:6][CH:5]=[CH:4][CH:3]=1.Br[C:29]1[CH:34]=[CH:33][CH:32]=[C:31]([S:35]([CH2:38][CH3:39])(=[O:37])=[O:36])[CH:30]=1.Cl.CN(C)CC(O)=O.C(=O)([O-])[O-].[Cs+].[Cs+]. (4) Given the product [F:12][C:13]1[CH:18]=[CH:17][C:16]([S:51]([Cl:50])(=[O:53])=[O:52])=[CH:15][C:14]=1[S:19]([C:22]([F:23])([F:24])[F:25])(=[O:20])=[O:21], predict the reactants needed to synthesize it. The reactants are: FC1C=CC=CC=1S(F)(=O)=O.[F:12][C:13]1[CH:18]=[CH:17][CH:16]=[CH:15][C:14]=1[S:19]([C:22]([F:25])([F:24])[F:23])(=[O:21])=[O:20].C[Si](C(F)(F)F)(C)C.CN([S+](N(C)C)N(C)C)C.C[Si-](F)(F)(C)C.[Cl:50][S:51](O)(=[O:53])=[O:52]. (5) The reactants are: [Cl-].[Al+3].[Cl-].[Cl-].[N-:5]=[N+:6]=[N-:7].[Na+].[CH3:9][O:10][C:11](=[O:23])[C:12]1[C:17]([CH3:18])=[CH:16][CH:15]=[C:14]([CH3:19])[C:13]=1[N:20]=[C:21]=[O:22].N([O-])=O.[Na+].Cl. Given the product [CH3:9][O:10][C:11](=[O:23])[C:12]1[C:17]([CH3:18])=[CH:16][CH:15]=[C:14]([CH3:19])[C:13]=1[N:20]1[C:21](=[O:22])[NH:7][N:6]=[N:5]1, predict the reactants needed to synthesize it.